This data is from Forward reaction prediction with 1.9M reactions from USPTO patents (1976-2016). The task is: Predict the product of the given reaction. (1) The product is: [F:34][C:31]1[N:30]=[CH:29][C:28]([NH:27][C:25]([C@@H:21]2[CH2:22][CH2:23][CH2:24][N:20]2[C:18]2[N:19]=[C:14]([NH:13][C:10]3[CH:9]=[C:8]([C:5]([OH:4])([CH3:6])[CH3:7])[NH:12][N:11]=3)[C:15]3[CH2:37][CH2:36][CH2:35][C:16]=3[N:17]=2)=[O:26])=[CH:33][CH:32]=1. Given the reactants C([O:4][C:5]([C:8]1[NH:12][N:11]=[C:10]([NH:13][C:14]2[C:15]3[CH2:37][CH2:36][CH2:35][C:16]=3[N:17]=[C:18]([N:20]3[CH2:24][CH2:23][CH2:22][C@H:21]3[C:25]([NH:27][C:28]3[CH:29]=[N:30][C:31]([F:34])=[CH:32][CH:33]=3)=[O:26])[N:19]=2)[CH:9]=1)([CH3:7])[CH3:6])C=C.C(O)(C(F)(F)F)=O, predict the reaction product. (2) The product is: [CH:22]1([C:27]([N:7]2[CH2:6][CH2:5][N:4]([C:8]([O:10][C:11]([CH3:13])([CH3:12])[CH3:14])=[O:9])[CH2:3][C@@H:2]2[CH3:1])=[O:28])[CH2:26][CH2:25][CH2:24][CH2:23]1. Given the reactants [CH3:1][C@@H:2]1[NH:7][CH2:6][CH2:5][N:4]([C:8]([O:10][C:11]([CH3:14])([CH3:13])[CH3:12])=[O:9])[CH2:3]1.C(N(CC)CC)C.[CH:22]1([C:27](Cl)=[O:28])[CH2:26][CH2:25][CH2:24][CH2:23]1, predict the reaction product.